This data is from NCI-60 drug combinations with 297,098 pairs across 59 cell lines. The task is: Regression. Given two drug SMILES strings and cell line genomic features, predict the synergy score measuring deviation from expected non-interaction effect. (1) Drug 1: CN(CC1=CN=C2C(=N1)C(=NC(=N2)N)N)C3=CC=C(C=C3)C(=O)NC(CCC(=O)O)C(=O)O. Drug 2: C(CN)CNCCSP(=O)(O)O. Cell line: NCI/ADR-RES. Synergy scores: CSS=5.59, Synergy_ZIP=-5.00, Synergy_Bliss=-6.65, Synergy_Loewe=-9.36, Synergy_HSA=-5.42. (2) Drug 1: CC1=C(C=C(C=C1)C(=O)NC2=CC(=CC(=C2)C(F)(F)F)N3C=C(N=C3)C)NC4=NC=CC(=N4)C5=CN=CC=C5. Drug 2: C1=CC=C(C(=C1)C(C2=CC=C(C=C2)Cl)C(Cl)Cl)Cl. Cell line: SN12C. Synergy scores: CSS=-10.2, Synergy_ZIP=5.86, Synergy_Bliss=2.48, Synergy_Loewe=-10.2, Synergy_HSA=-10.3.